From a dataset of Experimentally validated miRNA-target interactions with 360,000+ pairs, plus equal number of negative samples. Binary Classification. Given a miRNA mature sequence and a target amino acid sequence, predict their likelihood of interaction. (1) The miRNA is hsa-miR-543 with sequence AAACAUUCGCGGUGCACUUCUU. The protein sequence of the target gene is MAAGVLPQNEQPYSTLVNNSECVANMKGNLERPTPKYTKVGERLRHVIPGHMACSMACGGRACKYENPARWSEQEQAIKGVYSSWVTDNILAMARPSSELLEKYHIIDQFLSHGIKTIINLQRPGEHASCGNPLEQESGFTYLPEAFMEAGIYFYNFGWKDYGVASLTTILDMVKVMTFALQEGKVAIHCHAGLGRTGVLIACYLVFATRMTADQAIIFVRAKRPNSIQTRGQLLCVREFTQFLTPLRNIFSCCDPKAHAVTLPQYLIRQRHLLHGYEARLLKHVPKIIHLVCKLLLDLA.... Result: 1 (interaction). (2) The protein sequence of the target gene is MWDQRLVRLALLQHLRAFYGIKVKGVRGQCDRRRHETAATEIGGKIFGVPFNALPHSAVPEYGHIPSFLVDACTSLEDHIHTEGLFRKSGSVIRLKALKNKVDHGEGCLSSAPPCDIAGLLKQFFRELPEPILPADLHEALLKAQQLGTEEKNKATLLLSCLLADHTVHVLRYFFNFLRNVSLRSSENKMDSSNLAVIFAPNLLQTSEGHEKMSSNTEKKLRLQAAVVQTLIDYASDIGRVPDFILEKIPAMLGIDGLCATPSLEGFEEGEYETPGEYKRKRRQSVGDFVSGALNKFKPN.... Result: 0 (no interaction). The miRNA is mmu-miR-383-5p with sequence AGAUCAGAAGGUGACUGUGGCU. (3) The miRNA is hsa-miR-148b-3p with sequence UCAGUGCAUCACAGAACUUUGU. The protein sequence of the target gene is MQPPRERLVVTGRAGWMGMGRGAGRSALGFWPTLAFLLCSFPAATSPCKILKCNSEFWSATSGSHAPASDDTPEFCAALRSYALCTRRTARTCRGDLAYHSAVHGIEDLMSQHNCSKDGPTSQPRLRTLPPAGDSQERSDSPEICHYEKSFHKHSATPNYTHCGLFGDPHLRTFTDRFQTCKVQGAWPLIDNNYLNVQVTNTPVLPGSAATATSKLTIIFKNFQECVDQKVYQAEMDELPAAFVDGSKNGGDKHGANSLKITEKVSGQHVEIQAKYIGTTIVVRQVGRYLTFAVRMPEEV.... Result: 1 (interaction). (4) The miRNA is hsa-miR-140-3p with sequence UACCACAGGGUAGAACCACGG. The protein sequence of the target gene is MTSLVPGAGLLPIPTSSPLTAVSSLGVSLSSLGAIPAAALDPNITTLGEIPQPPLMGNVDPSKIDEIRRTVYVGNLNSQTTTADQLLEFFKQVGEVKFVRMAGDETQPTRFAFVEFADQNSVPRALAFNGVMFGDRPLKINHSNNAIVKPPEMTPQAAAKELEEVMKRVREAQSFISAAIEPESGKSNERKGGRSRSHTRSKSRSSSKSHSRRKRSQSKHRSRSHNRSRSRQKDRRRSKSPHKKRSKSRERRKSRSRSRSRDKRKDTREKVKERVKEKEREKEREREKDREKDKERGKNK.... Result: 0 (no interaction). (5) The miRNA is mmu-miR-1949 with sequence CUAUACCAGGAUGUCAGCAUAGUU. The protein sequence of the target gene is MKLHCCLFTLVASIIVPAAFVLEDVDFDQMVSLEANRSSYNASFPSSFELSASSHSDDDVIIAKEGTSVSIECLLTASHYEDVHWHNSKGQQLDGRSRGGKWLVSDNFLNITNVAFDDRGLYTCFVTSPIRASYSVTLRVIFTSGDMSVYYMIVCLIAFTITLILNVTRLCMMSSHLRKTEKAINEFFRTEGAEKLQKAFEIAKRIPIITSAKTLELAKVTQFKTMEFARYIEELARSVPLPPLILNCRAFVEEMFEAVRVDDPDDLGERIKERPALNAQGGIYVINPEMGRSNSPGGDS.... Result: 0 (no interaction). (6) The protein sequence of the target gene is MEWGYLLEVTSLLAALALLQRSSGAAAASAKELACQEITVPLCKGIGYNYTYMPNQFNHDTQDEAGLEVHQFWPLVEIQCSPDLKFFLCSMYTPICLEDYKKPLPPCRSVCERAKAGCAPLMRQYGFAWPDRMRCDRLPEQGNPDTLCMDYNRTDLTTAAPSPPRRLPPPPPGEQPPSGSGHGRPPGARPPHRGGGRGGGGGDAAAPPARGGGGGGKARPPGGGAAPCEPGCQCRAPMVSVSSERHPLYNRVKTGQIANCALPCHNPFFSQDERAFTVFWIGLWSVLCFVSTFATVSTFL.... Result: 0 (no interaction). The miRNA is rno-miR-423-3p with sequence AGCUCGGUCUGAGGCCCCUCAGU.